The task is: Predict the reactants needed to synthesize the given product.. This data is from Full USPTO retrosynthesis dataset with 1.9M reactions from patents (1976-2016). Given the product [NH2:36][C:6]([CH2:7][CH2:8][C:9]1[CH:14]=[CH:13][C:12]([C:15]2[CH:20]=[CH:19][C:18]([S:21][C:22]3[CH:23]=[CH:24][C:25]([CH3:28])=[CH:26][CH:27]=3)=[CH:17][C:16]=2[F:29])=[CH:11][C:10]=1[Cl:30])([CH2:31][OH:32])[CH2:5][OH:4], predict the reactants needed to synthesize it. The reactants are: C([O:4][CH2:5][C:6]([NH:36]C(=O)C)([CH2:31][O:32]C(=O)C)[CH2:7][CH2:8][C:9]1[CH:14]=[CH:13][C:12]([C:15]2[CH:20]=[CH:19][C:18]([S:21][C:22]3[CH:27]=[CH:26][C:25]([CH3:28])=[CH:24][CH:23]=3)=[CH:17][C:16]=2[F:29])=[CH:11][C:10]=1[Cl:30])(=O)C.Cl.